Dataset: Full USPTO retrosynthesis dataset with 1.9M reactions from patents (1976-2016). Task: Predict the reactants needed to synthesize the given product. (1) The reactants are: [OH:1][C@H:2]1[CH2:19][C@:5]2([C:20]3[CH:21]=[C:22]([C:26]4[CH:31]=[CH:30][CH:29]=[C:28]([O:32][CH3:33])[CH:27]=4)[CH:23]=[CH:24][CH:25]=3)[N:6]=[C:7]([NH:10]C(=O)C3C=CC=CC=3)[S:8][CH2:9][C@@H:4]2[CH2:3]1.CO[NH3+].[Cl-:37].N1C=CC=CC=1. Given the product [ClH:37].[NH2:10][C:7]1[S:8][CH2:9][C@@H:4]2[CH2:3][C@@H:2]([OH:1])[CH2:19][C@:5]2([C:20]2[CH:21]=[C:22]([C:26]3[CH:31]=[CH:30][CH:29]=[C:28]([O:32][CH3:33])[CH:27]=3)[CH:23]=[CH:24][CH:25]=2)[N:6]=1, predict the reactants needed to synthesize it. (2) Given the product [CH2:1]([O:3][C:4](=[O:46])[CH2:5][CH2:6][CH2:7][O:8][C:9]1[CH:14]=[CH:13][CH:12]=[C:11]([CH2:15][CH2:16][CH2:17][CH2:18][CH2:19][CH2:20][O:21][C:22]2[CH:27]=[C:26]([C:55]3[CH:54]=[CH:53][C:51]4[O:52][C:48]([F:60])([F:47])[O:49][C:50]=4[CH:56]=3)[CH:25]=[C:24]([C:36](=[O:38])[CH3:37])[CH:23]=2)[C:10]=1[CH2:39][CH2:40][C:41]([O:43][CH2:44][CH3:45])=[O:42])[CH3:2], predict the reactants needed to synthesize it. The reactants are: [CH2:1]([O:3][C:4](=[O:46])[CH2:5][CH2:6][CH2:7][O:8][C:9]1[CH:14]=[CH:13][CH:12]=[C:11]([CH2:15][CH2:16][CH2:17][CH2:18][CH2:19][CH2:20][O:21][C:22]2[CH:27]=[C:26](OS(C(F)(F)F)(=O)=O)[CH:25]=[C:24]([C:36](=[O:38])[CH3:37])[CH:23]=2)[C:10]=1[CH2:39][CH2:40][C:41]([O:43][CH2:44][CH3:45])=[O:42])[CH3:2].[F:47][C:48]1([F:60])[O:52][C:51]2[CH:53]=[CH:54][C:55](B(O)O)=[CH:56][C:50]=2[O:49]1.C(=O)([O-])[O-].[Na+].[Na+].